Dataset: Full USPTO retrosynthesis dataset with 1.9M reactions from patents (1976-2016). Task: Predict the reactants needed to synthesize the given product. (1) Given the product [CH:19]([C:22]1[CH:23]=[CH:24][C:25]([O:26][C@@H:27]([CH2:37][C:38]2[CH:43]=[CH:42][C:41]([O:44][CH2:45][CH2:46][NH:47][C:48](=[O:61])[C:49]3[CH:50]=[CH:51][C:52]([C:55]4[CH:60]=[CH:59][CH:58]=[CH:57][N:56]=4)=[CH:53][CH:54]=3)=[CH:40][CH:39]=2)[C:28]([OH:30])=[O:29])=[CH:62][CH:63]=1)([CH3:21])[CH3:20], predict the reactants needed to synthesize it. The reactants are: [F-].C([N+](CCCC)(CCCC)CCCC)CCC.[CH:19]([C:22]1[CH:63]=[CH:62][C:25]([O:26][C@@H:27]([CH2:37][C:38]2[CH:43]=[CH:42][C:41]([O:44][CH2:45][CH2:46][NH:47][C:48](=[O:61])[C:49]3[CH:54]=[CH:53][C:52]([C:55]4[CH:60]=[CH:59][CH:58]=[CH:57][N:56]=4)=[CH:51][CH:50]=3)=[CH:40][CH:39]=2)[C:28]([O:30]CC[Si](C)(C)C)=[O:29])=[CH:24][CH:23]=1)([CH3:21])[CH3:20]. (2) Given the product [C:22]([O:26][C:27]([N:29]1[C@@H:37]([C:38]#[C:39][CH3:1])[CH2:36][CH2:35][C@H:30]1[C:31]([OH:33])=[O:32])=[O:28])([CH3:25])([CH3:24])[CH3:23], predict the reactants needed to synthesize it. The reactants are: [C:1](O[BH-](OC(=O)C)OC(=O)C)(=O)C.[Na+].C(OC(C)C)(=O)C.[C:22]([O:26][C:27]([NH:29][C@@H:30]([CH2:35][CH2:36][C:37](=O)[C:38]#[C:39][Si](C)(C)C)[C:31]([O:33]C)=[O:32])=[O:28])([CH3:25])([CH3:24])[CH3:23].FC(F)(F)C(O)=O. (3) Given the product [C:4]1([CH:3]2[S:12][CH2:13][CH2:11][O:10]2)[CH:9]=[CH:8][CH:7]=[CH:6][CH:5]=1, predict the reactants needed to synthesize it. The reactants are: CO[CH:3]([O:10][CH3:11])[C:4]1[CH:9]=[CH:8][CH:7]=[CH:6][CH:5]=1.[SH:12][CH2:13]CCO.